This data is from Forward reaction prediction with 1.9M reactions from USPTO patents (1976-2016). The task is: Predict the product of the given reaction. (1) Given the reactants [CH3:1][C@@H:2]1[CH2:7][NH:6][CH2:5][C@H:4]([CH3:8])[NH:3]1.C([Li])CCC.Cl.[N:15]1([CH2:21][CH2:22][CH2:23][O:24][C:25]2[CH:33]=[CH:32][C:28]([C:29](Cl)=[O:30])=[CH:27][CH:26]=2)[CH2:20][CH2:19][CH2:18][CH2:17][CH2:16]1, predict the reaction product. The product is: [N:15]1([CH2:21][CH2:22][CH2:23][O:24][C:25]2[CH:26]=[CH:27][C:28]([C:29]([N:6]3[CH2:5][C@H:4]([CH3:8])[NH:3][C@H:2]([CH3:1])[CH2:7]3)=[O:30])=[CH:32][CH:33]=2)[CH2:20][CH2:19][CH2:18][CH2:17][CH2:16]1. (2) Given the reactants [Cl:1][C:2]1[CH:7]=[CH:6][C:5]([N:8]2[C:12]([C:13]3[CH:18]=[CH:17][C:16]([CH2:19][CH2:20][NH2:21])=[CH:15][CH:14]=3)=[CH:11][C:10]([C:22]([F:25])([F:24])[F:23])=[N:9]2)=[CH:4][CH:3]=1.C(N(CC)CC)C.[CH3:33][S:34](Cl)(=[O:36])=[O:35], predict the reaction product. The product is: [Cl:1][C:2]1[CH:7]=[CH:6][C:5]([N:8]2[C:12]([C:13]3[CH:18]=[CH:17][C:16]([CH2:19][CH2:20][NH:21][S:34]([CH3:33])(=[O:36])=[O:35])=[CH:15][CH:14]=3)=[CH:11][C:10]([C:22]([F:23])([F:25])[F:24])=[N:9]2)=[CH:4][CH:3]=1. (3) Given the reactants [C:1]([O:5][C:6]([NH:8][C:9]1[CH:17]=[CH:16][CH:15]=[C:14]2[C:10]=1[CH:11]=[N:12][N:13]2[C:18]([C:27]1[CH:32]=[CH:31][C:30]([C:33]([F:36])([F:35])[F:34])=[CH:29][CH:28]=1)([CH2:23][CH:24]([F:26])[F:25])[C:19](OC)=[O:20])=[O:7])([CH3:4])([CH3:3])[CH3:2].[BH4-].[Na+], predict the reaction product. The product is: [F:26][CH:24]([F:25])[CH2:23][C:18]([N:13]1[C:14]2[C:10](=[C:9]([NH:8][C:6](=[O:7])[O:5][C:1]([CH3:2])([CH3:3])[CH3:4])[CH:17]=[CH:16][CH:15]=2)[CH:11]=[N:12]1)([C:27]1[CH:28]=[CH:29][C:30]([C:33]([F:34])([F:35])[F:36])=[CH:31][CH:32]=1)[CH2:19][OH:20]. (4) Given the reactants CO[C:3]([C:5]1[CH:10]=[CH:9][C:8](B(O)O)=[CH:7][CH:6]=1)=O.[NH2:14][C:15]1[CH2:16][C:17]([C:27]([N:29]([CH2:33][CH2:34][CH3:35])[CH2:30][CH2:31][CH3:32])=[O:28])=[CH:18][C:19]2[CH:25]=[CH:24][C:23](Br)=[CH:22][C:20]=2[N:21]=1.[C:36](=[O:39])([O-])[O-:37].[K+].[K+].[C:42](#N)[CH3:43], predict the reaction product. The product is: [NH2:14][C:15]1[CH2:16][C:17]([C:27](=[O:28])[N:29]([CH2:33][CH2:34][CH3:35])[CH2:30][CH2:31][CH3:32])=[CH:18][C:19]2[CH:25]=[CH:24][C:23]([C:8]3[CH:7]=[CH:6][C:5]([CH2:3][C:36]([O:37][CH2:42][CH3:43])=[O:39])=[CH:10][CH:9]=3)=[CH:22][C:20]=2[N:21]=1.